Dataset: Reaction yield outcomes from USPTO patents with 853,638 reactions. Task: Predict the reaction yield, written as a fraction of the theoretical maximum amount of product (1.0 means a 100% yield; for example, 0.34 means a 34% yield). The reactants are [NH2:1][CH2:2][C:3]1([OH:14])[CH2:8][CH2:7][N:6]([C:9]([O:11][CH2:12][CH3:13])=[O:10])[CH2:5][CH2:4]1.C(N(CC)CC)C.Cl[C:23]1[C:32]2[C:27](=[CH:28][CH:29]=[CH:30][CH:31]=2)[N:26]=[CH:25][C:24]=1[N+:33]([O-:35])=[O:34]. The catalyst is ClCCl. The product is [OH:14][C:3]1([CH2:2][NH:1][C:23]2[C:32]3[C:27](=[CH:28][CH:29]=[CH:30][CH:31]=3)[N:26]=[CH:25][C:24]=2[N+:33]([O-:35])=[O:34])[CH2:4][CH2:5][N:6]([C:9]([O:11][CH2:12][CH3:13])=[O:10])[CH2:7][CH2:8]1. The yield is 0.540.